Dataset: Forward reaction prediction with 1.9M reactions from USPTO patents (1976-2016). Task: Predict the product of the given reaction. (1) Given the reactants [C:1]([C:4]1[S:5][CH:6]=[CH:7][CH:8]=1)(=[O:3])[CH3:2].Cl.[CH3:10][NH:11][CH3:12].[CH2:13]=O.Cl, predict the reaction product. The product is: [CH3:10][N:11]([CH3:13])[CH2:12][CH2:2][C:1]([C:4]1[S:5][CH:6]=[CH:7][CH:8]=1)=[O:3]. (2) Given the reactants [OH:1][C:2]1[CH:7]=[CH:6][CH:5]=[CH:4][N:3]=1.[Cl:8][C:9]1[C:10](F)=[CH:11][C:12]2[O:17][CH:16]([C:18]([F:21])([F:20])[F:19])[C:15]([C:22]([O:24]CC)=[O:23])=[CH:14][C:13]=2[CH:27]=1, predict the reaction product. The product is: [Cl:8][C:9]1[C:10]([O:1][C:2]2[CH:7]=[CH:6][CH:5]=[CH:4][N:3]=2)=[CH:11][C:12]2[O:17][CH:16]([C:18]([F:20])([F:19])[F:21])[C:15]([C:22]([OH:24])=[O:23])=[CH:14][C:13]=2[CH:27]=1. (3) Given the reactants [NH:1]1[CH2:6][CH2:5][O:4][CH2:3][CH2:2]1.[NH:7]1[CH:11]=[CH:10][CH:9]=[CH:8]1.[CH2:12]=O.[OH-].[Na+], predict the reaction product. The product is: [NH:7]1[CH:11]=[CH:10][CH:9]=[C:8]1[CH2:12][N:1]1[CH2:6][CH2:5][O:4][CH2:3][CH2:2]1. (4) Given the reactants [C:1]1([OH:7])[CH:6]=[CH:5][CH:4]=[CH:3][CH:2]=1.[S:8](=[O:12])(=O)(O)[OH:9], predict the reaction product. The product is: [CH:5]1[CH:6]=[C:1]([OH:7])[C:2]([S:8]([C:4]2[CH:5]=[CH:6][C:1]([OH:7])=[CH:2][CH:3]=2)(=[O:12])=[O:9])=[CH:3][CH:4]=1. (5) The product is: [C:11]([O:15][C:16](=[O:17])[NH:18][CH2:19][CH2:20][CH2:21][CH2:22][CH2:23][CH2:24][CH2:25][CH2:26][CH2:27][CH2:28][CH2:29][C:30](=[O:32])[NH:59][C:60]1[NH:61][CH:62]=[CH:63][N:64]=1)([CH3:12])([CH3:13])[CH3:14]. Given the reactants C1C=NC2N(O)N=NC=2C=1.[C:11]([O:15][C:16]([NH:18][CH2:19][CH2:20][CH2:21][CH2:22][CH2:23][CH2:24][CH2:25][CH2:26][CH2:27][CH2:28][CH2:29][C:30]([OH:32])=O)=[O:17])([CH3:14])([CH3:13])[CH3:12].C(N(C(C)C)CC)(C)C.CCN=C=NCCCN(C)C.Cl.S(O)(O)(=O)=O.[NH2:59][C:60]1[NH:61][CH:62]=[CH:63][N:64]=1.[NH2:59][C:60]1[NH:61][CH:62]=[CH:63][N:64]=1, predict the reaction product. (6) Given the reactants [SnH3][C:2]1[NH:3][C:4]2[C:9]([CH:10]=1)=[CH:8][CH:7]=[CH:6][CH:5]=2.[C:11]1(P(C2C=CC=CC=2)C2C=CC=CC=2)[CH:16]=CC=C[CH:12]=1.[Li+].[Cl-].BrC(C)=C, predict the reaction product. The product is: [CH2:16]([C:2]1[NH:3][C:4]2[C:9]([CH:10]=1)=[CH:8][CH:7]=[CH:6][CH:5]=2)[CH:11]=[CH2:12]. (7) Given the reactants [C:1]([O:5][C:6]([N:8]1[CH:12]([C:13]2[CH:18]=[CH:17][C:16](I)=[CH:15][CH:14]=2)[CH2:11][O:10][C:9]1([CH3:21])[CH3:20])=[O:7])([CH3:4])([CH3:3])[CH3:2].[Cl:22][C:23]1[CH:31]=[CH:30][C:26]([C:27]([NH2:29])=[O:28])=[CH:25][CH:24]=1.P([O-])([O-])([O-])=O.[K+].[K+].[K+], predict the reaction product. The product is: [C:1]([O:5][C:6]([N:8]1[CH:12]([C:13]2[CH:18]=[CH:17][C:16]([NH:29][C:27](=[O:28])[C:26]3[CH:30]=[CH:31][C:23]([Cl:22])=[CH:24][CH:25]=3)=[CH:15][CH:14]=2)[CH2:11][O:10][C:9]1([CH3:21])[CH3:20])=[O:7])([CH3:4])([CH3:3])[CH3:2]. (8) The product is: [C:12]([C:8]1[CH:9]=[C:10]([F:11])[C:2]([N:19]2[CH2:18][CH2:17][N:16]([C:22]([O:24][C:25]([CH3:28])([CH3:27])[CH3:26])=[O:23])[CH2:21][CH2:20]2)=[C:3]2[C:7]=1[NH:6][C:5]([CH3:14])=[C:4]2[CH3:15])#[N:13]. Given the reactants Br[C:2]1[C:10]([F:11])=[CH:9][C:8]([C:12]#[N:13])=[C:7]2[C:3]=1[C:4]([CH3:15])=[C:5]([CH3:14])[NH:6]2.[N:16]1([C:22]([O:24][C:25]([CH3:28])([CH3:27])[CH3:26])=[O:23])[CH2:21][CH2:20][NH:19][CH2:18][CH2:17]1.C([O-])([O-])=O.[Cs+].[Cs+], predict the reaction product. (9) Given the reactants [NH2:1][CH2:2][C:3]1[CH:4]=[C:5]([C:9]2[CH:10]=[C:11]3[C:16]([NH:17][C@H:18]([CH3:23])[C:19]([F:22])([CH3:21])[CH3:20])=[C:15]([C:24]([NH2:26])=[O:25])[CH:14]=[N:13][N:12]3[CH:27]=2)[CH:6]=[CH:7][CH:8]=1.[C:28]([N:35]1[CH:39]=[CH:38]N=C1)(N1C=CN=C1)=[O:29].[CH3:40]CN(CC)CC.C1(N)CC1, predict the reaction product. The product is: [CH:39]1([NH:35][C:28]([NH:1][CH2:2][C:3]2[CH:4]=[C:5]([C:9]3[CH:10]=[C:11]4[C:16]([NH:17][C@H:18]([CH3:23])[C:19]([F:22])([CH3:21])[CH3:20])=[C:15]([C:24]([NH2:26])=[O:25])[CH:14]=[N:13][N:12]4[CH:27]=3)[CH:6]=[CH:7][CH:8]=2)=[O:29])[CH2:38][CH2:40]1. (10) Given the reactants [Br:1][C:2]1[CH:7]=[CH:6][C:5]([C:8]2[CH:16]=[CH:15][CH:14]=[C:13]3[C:9]=2[CH2:10][C:11](=[O:17])[NH:12]3)=[CH:4][CH:3]=1.[CH:18]([N:21]([CH:36]([CH3:38])[CH3:37])[CH2:22][CH2:23][NH:24][C:25]([C:27]1[C:31]([CH3:32])=[C:30]([CH:33]=O)[NH:29][C:28]=1[CH3:35])=[O:26])([CH3:20])[CH3:19], predict the reaction product. The product is: [CH:36]([N:21]([CH:18]([CH3:20])[CH3:19])[CH2:22][CH2:23][NH:24][C:25]([C:27]1[C:31]([CH3:32])=[C:30]([CH:33]=[C:10]2[C:9]3[C:13](=[CH:14][CH:15]=[CH:16][C:8]=3[C:5]3[CH:4]=[CH:3][C:2]([Br:1])=[CH:7][CH:6]=3)[NH:12][C:11]2=[O:17])[NH:29][C:28]=1[CH3:35])=[O:26])([CH3:37])[CH3:38].